Predict the product of the given reaction. From a dataset of Forward reaction prediction with 1.9M reactions from USPTO patents (1976-2016). (1) Given the reactants [S:1]1[C:5]2[CH:6]=[CH:7][CH:8]=[CH:9][C:4]=2[N:3]=[C:2]1[C:10](=[C:13](SC)SC)[C:11]#[N:12].[C:18]([NH:21][CH2:22][CH2:23][NH2:24])(=[O:20])[CH3:19].O.[NH2:26][NH2:27], predict the reaction product. The product is: [NH2:12][C:11]1[NH:27][N:26]=[C:13]([NH:24][CH2:23][CH2:22][NH:21][C:18](=[O:20])[CH3:19])[C:10]=1[C:2]1[S:1][C:5]2[CH:6]=[CH:7][CH:8]=[CH:9][C:4]=2[N:3]=1. (2) Given the reactants [C:1]([C:4]1[O:5][C:6]([CH2:9][C:10]2[CH:15]=[CH:14][C:13]([F:16])=[CH:12][CH:11]=2)=[CH:7][CH:8]=1)(=[O:3])[CH3:2].C(OC(=O)[CH2:21][Si:22](C)([CH3:24])[CH3:23])C, predict the reaction product. The product is: [F:16][C:13]1[CH:14]=[CH:15][C:10]([CH2:9][C:6]2[O:5][C:4]([C:1]([O:3][Si:22]([CH3:24])([CH3:23])[CH3:21])=[CH2:2])=[CH:8][CH:7]=2)=[CH:11][CH:12]=1. (3) The product is: [Cl:12][C:5]1[C:6]([NH:8][CH:9]2[CH2:11][CH2:10]2)=[N:7][C:2]([NH:13][C:14]2[CH:15]=[C:16]([CH:20]([OH:22])[CH3:21])[CH:17]=[CH:18][CH:19]=2)=[N:3][CH:4]=1. Given the reactants Cl[C:2]1[N:7]=[C:6]([NH:8][CH:9]2[CH2:11][CH2:10]2)[C:5]([Cl:12])=[CH:4][N:3]=1.[NH2:13][C:14]1[CH:15]=[C:16]([CH:20]([OH:22])[CH3:21])[CH:17]=[CH:18][CH:19]=1.C1(C)C=CC(S(O)(=O)=O)=CC=1.C(=O)([O-])O.[Na+], predict the reaction product.